Dataset: Forward reaction prediction with 1.9M reactions from USPTO patents (1976-2016). Task: Predict the product of the given reaction. (1) Given the reactants [F:1][C:2]([F:13])([F:12])[CH2:3][O:4][C:5]1[CH:10]=[CH:9][C:8]([NH2:11])=[CH:7][CH:6]=1.Br[CH2:15][CH2:16][CH:17]=[CH2:18].C([O-])([O-])=O.[Cs+].[Cs+], predict the reaction product. The product is: [CH2:18]([NH:11][C:8]1[CH:7]=[CH:6][C:5]([O:4][CH2:3][C:2]([F:12])([F:13])[F:1])=[CH:10][CH:9]=1)[CH2:17][CH:16]=[CH2:15]. (2) Given the reactants CCN=C=NCCCN(C)C.[F:12][C:13]1[CH:18]=[CH:17][C:16]([N:19]2[CH2:23][CH2:22][CH:21]([C:24]([OH:26])=O)[C:20]2=[O:27])=[CH:15][CH:14]=1.C1C=CC2N(O)N=NC=2C=1.[F:38][C:39]1[CH:40]=[C:41]([CH:43]=[CH:44][C:45]=1[O:46][C:47]1[C:56]2[C:51](=[CH:52][C:53]([O:59][CH2:60][CH2:61][CH2:62][N:63]3[CH2:68][CH2:67][O:66][CH2:65][CH2:64]3)=[C:54]([O:57][CH3:58])[CH:55]=2)[N:50]=[CH:49][CH:48]=1)[NH2:42].CCN(CC)CC, predict the reaction product. The product is: [F:38][C:39]1[CH:40]=[C:41]([NH:42][C:24]([CH:21]2[CH2:22][CH2:23][N:19]([C:16]3[CH:15]=[CH:14][C:13]([F:12])=[CH:18][CH:17]=3)[C:20]2=[O:27])=[O:26])[CH:43]=[CH:44][C:45]=1[O:46][C:47]1[C:56]2[C:51](=[CH:52][C:53]([O:59][CH2:60][CH2:61][CH2:62][N:63]3[CH2:68][CH2:67][O:66][CH2:65][CH2:64]3)=[C:54]([O:57][CH3:58])[CH:55]=2)[N:50]=[CH:49][CH:48]=1. (3) Given the reactants [OH-].[Na+].[CH3:3][N:4]([CH3:17])[C:5]([C:7]1[CH:8]=[C:9]([CH:14]=[CH:15][N:16]=1)[C:10]([O:12]C)=[O:11])=[O:6].Cl, predict the reaction product. The product is: [CH3:3][N:4]([CH3:17])[C:5]([C:7]1[CH:8]=[C:9]([CH:14]=[CH:15][N:16]=1)[C:10]([OH:12])=[O:11])=[O:6]. (4) Given the reactants Cl.[C:2]([O:5][C:6]1[CH:7]=[C:8]([CH:23]=[CH:24][C:25]=1[CH3:26])[NH:9][C:10]1[C:19]2[C:14](=[CH:15][C:16]([OH:22])=[C:17]([O:20][CH3:21])[CH:18]=2)[N:13]=[CH:12][N:11]=1)(=[O:4])[CH3:3].[I-].[K+].Cl[CH2:30][C:31]1[CH:35]=[CH:34][S:33][CH:32]=1, predict the reaction product. The product is: [C:2]([O:5][C:6]1[CH:7]=[C:8]([CH:23]=[CH:24][C:25]=1[CH3:26])[NH:9][C:10]1[C:19]2[C:14](=[CH:15][C:16]([O:22][CH2:30][C:31]3[CH:35]=[CH:34][S:33][CH:32]=3)=[C:17]([O:20][CH3:21])[CH:18]=2)[N:13]=[CH:12][N:11]=1)(=[O:4])[CH3:3]. (5) Given the reactants [NH2:1][C:2]1[CH:21]=[CH:20][C:5]([O:6][C:7]2[C:12]3=[N:13][CH:14]=[C:15]([N:17]([CH3:19])[CH3:18])[N:16]=[C:11]3[N:10]=[CH:9][CH:8]=2)=[CH:4][C:3]=1[F:22].[F:23][C:24]1[CH:29]=[CH:28][C:27]([C:30]([F:33])([F:32])[F:31])=[CH:26][C:25]=1[N:34]=[C:35]=[O:36], predict the reaction product. The product is: [CH3:19][N:17]([CH3:18])[C:15]1[N:16]=[C:11]2[N:10]=[CH:9][CH:8]=[C:7]([O:6][C:5]3[CH:20]=[CH:21][C:2]([NH:1][C:35]([NH:34][C:25]4[CH:26]=[C:27]([C:30]([F:31])([F:33])[F:32])[CH:28]=[CH:29][C:24]=4[F:23])=[O:36])=[C:3]([F:22])[CH:4]=3)[C:12]2=[N:13][CH:14]=1.